The task is: Predict the product of the given reaction.. This data is from Forward reaction prediction with 1.9M reactions from USPTO patents (1976-2016). (1) The product is: [F:1][C:2]1[CH:3]=[CH:4][C:5]([O:10][CH:11]2[CH2:16][CH2:15][S:14][CH2:13][CH2:12]2)=[C:6]([CH:7]=[N:22][C:27]([O:29][Si:32]([CH3:34])([CH3:33])[CH3:31])=[CH2:28])[CH:9]=1. Given the reactants [F:1][C:2]1[CH:3]=[CH:4][C:5]([O:10][CH:11]2[CH2:16][CH2:15][S:14][CH2:13][CH2:12]2)=[C:6]([CH:9]=1)[CH:7]=O.[Li+].C[Si]([N-:22][Si](C)(C)C)(C)C.[C:27](Cl)(=[O:29])[CH3:28].[CH3:31][SiH:32]([CH3:34])[CH3:33], predict the reaction product. (2) Given the reactants Cl.Cl.Cl.[O:4]1[C:12]2[CH:11]=[CH:10][N:9]=[C:8]([N:13]3[CH2:18][CH2:17][N:16]([CH2:19][CH2:20][C@H:21]4[CH2:26][CH2:25][C@H:24]([NH2:27])[CH2:23][CH2:22]4)[CH2:15][CH2:14]3)[C:7]=2[CH2:6][CH2:5]1.[CH3:28][CH:29]([CH3:35])[CH2:30][CH2:31][C:32](O)=[O:33], predict the reaction product. The product is: [O:4]1[C:12]2[CH:11]=[CH:10][N:9]=[C:8]([N:13]3[CH2:18][CH2:17][N:16]([CH2:19][CH2:20][C@H:21]4[CH2:26][CH2:25][C@H:24]([NH:27][C:32](=[O:33])[CH2:31][CH2:30][CH:29]([CH3:35])[CH3:28])[CH2:23][CH2:22]4)[CH2:15][CH2:14]3)[C:7]=2[CH2:6][CH2:5]1. (3) Given the reactants [C:1]([C:9]1[C:10]([C:15]([OH:17])=O)=[N:11][CH:12]=[CH:13][CH:14]=1)(=O)[C:2]1[CH:7]=[CH:6][CH:5]=[CH:4][CH:3]=1.S(Cl)(Cl)=O.[CH2:22]([NH:26][CH2:27][C:28]#[N:29])[CH:23]([CH3:25])[CH3:24].C(OC(=O)C)(=O)C.C(#N)C, predict the reaction product. The product is: [CH2:22]([N:26]1[C:15](=[O:17])[C:10]2[N:11]=[CH:12][CH:13]=[CH:14][C:9]=2[C:1]([C:2]2[CH:3]=[CH:4][CH:5]=[CH:6][CH:7]=2)=[C:27]1[C:28]#[N:29])[CH:23]([CH3:25])[CH3:24]. (4) Given the reactants [N+]([O-])([O-])=O.[CH3:5][O:6][C:7]1[CH:8]=[C:9]([NH:17][C:18]([NH2:20])=[NH2+:19])[CH:10]=[C:11]([O:15][CH3:16])[C:12]=1[O:13][CH3:14].[C:21]([O:25][C:26]([NH:28][C:29]([C:32]1[CH:37]=[CH:36][C:35]([C:38](=O)[C:39]([C:44]#N)=[CH:40][N:41](C)C)=[CH:34][CH:33]=1)([CH3:31])[CH3:30])=[O:27])([CH3:24])([CH3:23])[CH3:22].[OH-].[Na+].C(OCC)(=O)C, predict the reaction product. The product is: [NH2:28][C:29]([C:32]1[CH:33]=[CH:34][C:35]([C:38]2[C:39]([C:40]#[N:41])=[CH:44][N:20]=[C:18]([NH:17][C:9]3[CH:10]=[C:11]([O:15][CH3:16])[C:12]([O:13][CH3:14])=[C:7]([O:6][CH3:5])[CH:8]=3)[N:19]=2)=[CH:36][CH:37]=1)([CH3:31])[CH3:30].[C:21]([O:25][C:26]([NH:28][C:29]([C:32]1[CH:37]=[CH:36][C:35]([C:38]2[C:39]([C:40]#[N:41])=[CH:44][N:20]=[C:18]([NH:17][C:9]3[CH:10]=[C:11]([O:15][CH3:16])[C:12]([O:13][CH3:14])=[C:7]([O:6][CH3:5])[CH:8]=3)[N:19]=2)=[CH:34][CH:33]=1)([CH3:31])[CH3:30])=[O:27])([CH3:23])([CH3:22])[CH3:24]. (5) Given the reactants [CH3:1][C:2]1[CH:7]=[C:6]([NH:8][C:9]2[C:18]3[C:13](=[CH:14][CH:15]=[CH:16][C:17]=3[F:19])[N:12]=[CH:11][N:10]=2)[CH:5]=[CH:4][C:3]=1[OH:20].C(=O)([O-])[O-].[K+].[K+].Cl.[N:28]1[CH:33]=[CH:32][CH:31]=[CH:30][C:29]=1[CH2:34]Cl, predict the reaction product. The product is: [F:19][C:17]1[CH:16]=[CH:15][CH:14]=[C:13]2[C:18]=1[C:9]([NH:8][C:6]1[CH:5]=[CH:4][C:3]([O:20][CH2:34][C:29]3[CH:30]=[CH:31][CH:32]=[CH:33][N:28]=3)=[C:2]([CH3:1])[CH:7]=1)=[N:10][CH:11]=[N:12]2. (6) Given the reactants [CH:1]([N:4]1[CH2:9][CH2:8][NH:7][CH2:6][CH2:5]1)([CH3:3])[CH3:2].[Cl:10][C:11]1[CH:20]=[CH:19][C:18]2[C:13](=[CH:14][CH:15]=[C:16]([CH:21]([CH3:23])[CH3:22])[CH:17]=2)[N:12]=1, predict the reaction product. The product is: [ClH:10].[CH:21]([C:16]1[CH:17]=[C:18]2[C:13](=[CH:14][CH:15]=1)[N:12]=[C:11]([N:7]1[CH2:8][CH2:9][N:4]([CH:1]([CH3:3])[CH3:2])[CH2:5][CH2:6]1)[CH:20]=[CH:19]2)([CH3:23])[CH3:22]. (7) The product is: [CH3:1][O:2][C:3]([C:5]1[S:6][C:7]([C:22]#[C:23][C:24]([CH3:27])([CH3:26])[CH3:25])=[CH:8][C:9]=1[N:10]([C:35]([C@H:32]1[CH2:33][CH2:34][C@H:29]([CH3:28])[CH2:30][CH2:31]1)=[O:36])[CH:11]1[CH2:12][CH2:13][CH:14]([N:17]2[CH:21]=[N:20][CH:19]=[N:18]2)[CH2:15][CH2:16]1)=[O:4]. Given the reactants [CH3:1][O:2][C:3]([C:5]1[S:6][C:7]([C:22]#[C:23][C:24]([CH3:27])([CH3:26])[CH3:25])=[CH:8][C:9]=1[NH:10][CH:11]1[CH2:16][CH2:15][CH:14]([N:17]2[CH:21]=[N:20][CH:19]=[N:18]2)[CH2:13][CH2:12]1)=[O:4].[CH3:28][C@H:29]1[CH2:34][CH2:33][C@H:32]([C:35](Cl)=[O:36])[CH2:31][CH2:30]1, predict the reaction product. (8) Given the reactants [CH3:1][C:2]1[CH:3]=[C:4]([C:9]2[C:14]([O:15][CH2:16][C:17]([F:20])([F:19])[F:18])=[CH:13][N:12]=[C:11]([C:21](O)=[O:22])[CH:10]=2)[CH:5]=[CH:6][C:7]=1[CH3:8].[CH3:24][O:25][C:26]1[CH:30]=[C:29]([CH2:31][NH2:32])[O:28][N:27]=1, predict the reaction product. The product is: [CH3:1][C:2]1[CH:3]=[C:4]([C:9]2[C:14]([O:15][CH2:16][C:17]([F:20])([F:18])[F:19])=[CH:13][N:12]=[C:11]([C:21]([NH:32][CH2:31][C:29]3[O:28][N:27]=[C:26]([O:25][CH3:24])[CH:30]=3)=[O:22])[CH:10]=2)[CH:5]=[CH:6][C:7]=1[CH3:8]. (9) Given the reactants [I:1][C:2]1[CH:3]=[C:4]([CH:6]=[CH:7][C:8]=1[CH3:9])[NH2:5].[F:10][C:11]([F:22])([F:21])[C:12]1[CH:13]=[C:14]([CH:18]=[CH:19][CH:20]=1)[C:15](O)=[O:16].C1C=CC2N(O)N=NC=2C=1.CCN=C=NCCCN(C)C, predict the reaction product. The product is: [I:1][C:2]1[CH:3]=[C:4]([NH:5][C:15](=[O:16])[C:14]2[CH:18]=[CH:19][CH:20]=[C:12]([C:11]([F:10])([F:21])[F:22])[CH:13]=2)[CH:6]=[CH:7][C:8]=1[CH3:9].